From a dataset of Forward reaction prediction with 1.9M reactions from USPTO patents (1976-2016). Predict the product of the given reaction. (1) The product is: [F:1][C:2]([F:35])([F:34])[C:3]1[CH:4]=[C:5]([C:13]([N:15]2[CH2:20][CH2:19][C@H:18]([C:21]3[CH:26]=[CH:25][C:24]([NH:40][CH2:39][CH2:38][O:37][CH3:36])=[CH:23][CH:22]=3)[C@H:17]([C:28]3[CH:33]=[CH:32][CH:31]=[CH:30][CH:29]=3)[CH2:16]2)=[O:14])[CH:6]=[C:7]([C:9]([F:12])([F:11])[F:10])[CH:8]=1. Given the reactants [F:1][C:2]([F:35])([F:34])[C:3]1[CH:4]=[C:5]([C:13]([N:15]2[CH2:20][CH2:19][C@H:18]([C:21]3[CH:26]=[CH:25][C:24](Cl)=[CH:23][CH:22]=3)[C@H:17]([C:28]3[CH:33]=[CH:32][CH:31]=[CH:30][CH:29]=3)[CH2:16]2)=[O:14])[CH:6]=[C:7]([C:9]([F:12])([F:11])[F:10])[CH:8]=1.[CH3:36][O:37][CH2:38][CH2:39][NH2:40].C1(C2C=CC=CC=2)C=CC=CC=1P(C1CCCCC1)C1CCCCC1, predict the reaction product. (2) Given the reactants [I-].[C:2]1([S+:8]([C:15]2[CH:20]=[CH:19][CH:18]=[CH:17][CH:16]=2)[C:9]2[CH:14]=[CH:13][CH:12]=[CH:11][CH:10]=2)[CH:7]=[CH:6][CH:5]=[CH:4][CH:3]=1.[C:21]1([CH3:32])[CH:26]=[CH:25][C:24]([S:27]([O:30]C)(=[O:29])=[O:28])=[CH:23][CH:22]=1, predict the reaction product. The product is: [C:21]1([CH3:32])[CH:22]=[CH:23][C:24]([S:27]([O-:30])(=[O:28])=[O:29])=[CH:25][CH:26]=1.[C:15]1([S+:8]([C:2]2[CH:3]=[CH:4][CH:5]=[CH:6][CH:7]=2)[C:9]2[CH:14]=[CH:13][CH:12]=[CH:11][CH:10]=2)[CH:16]=[CH:17][CH:18]=[CH:19][CH:20]=1. (3) Given the reactants [NH2:1][CH2:2][C:3]1[CH:15]=[C:14]2[C:6]([C:7]3[C:8]([C:19]4[CH:24]=[CH:23][CH:22]=[C:21]([N:25]5[CH2:33][C:32]6[C:27](=[CH:28][CH:29]=[CH:30][CH:31]=6)[C:26]5=[O:34])[C:20]=4[CH3:35])=[CH:9][CH:10]=[C:11]([C:16]([NH2:18])=[O:17])[C:12]=3[NH:13]2)=[CH:5][CH:4]=1.[C:36](OC(=O)C)(=[O:38])[CH3:37], predict the reaction product. The product is: [C:36]([NH:1][CH2:2][C:3]1[CH:15]=[C:14]2[C:6]([C:7]3[C:8]([C:19]4[CH:24]=[CH:23][CH:22]=[C:21]([N:25]5[CH2:33][C:32]6[C:27](=[CH:28][CH:29]=[CH:30][CH:31]=6)[C:26]5=[O:34])[C:20]=4[CH3:35])=[CH:9][CH:10]=[C:11]([C:16]([NH2:18])=[O:17])[C:12]=3[NH:13]2)=[CH:5][CH:4]=1)(=[O:38])[CH3:37]. (4) Given the reactants S([O-])([O-])(=O)=O.[Na+].[Na+].Cl[C:9](Cl)(Cl)[CH:10]([OH:12])O.Cl.[Cl:16][C:17]1[C:23]([O:24][CH3:25])=[CH:22][CH:21]=[CH:20][C:18]=1[NH2:19].Cl.[NH2:27][OH:28], predict the reaction product. The product is: [Cl:16][C:17]1[C:23]([O:24][CH3:25])=[CH:22][CH:21]=[CH:20][C:18]=1[NH:19][C:10](=[O:12])[CH:9]=[N:27][OH:28]. (5) Given the reactants [CH3:1][C:2]1[CH:7]=[C:6]([N+]([O-])=O)[CH:5]=[C:4]([C:11]([F:14])([F:13])[F:12])[N+:3]=1[O-:15].CC([Br:19])=O, predict the reaction product. The product is: [Br:19][C:6]1[CH:5]=[C:4]([C:11]([F:14])([F:13])[F:12])[N+:3]([O-:15])=[C:2]([CH3:1])[CH:7]=1.